From a dataset of Catalyst prediction with 721,799 reactions and 888 catalyst types from USPTO. Predict which catalyst facilitates the given reaction. Reactant: [CH2:1]([O:3][C:4](=[O:14])[C:5]([S:8]([N:10]1[CH2:13][CH2:12][CH2:11]1)=[O:9])([CH3:7])[CH3:6])[CH3:2].ClC1C=CC=C(C(OO)=[O:23])C=1. Product: [CH2:1]([O:3][C:4](=[O:14])[C:5]([S:8]([N:10]1[CH2:11][CH2:12][CH2:13]1)(=[O:23])=[O:9])([CH3:7])[CH3:6])[CH3:2]. The catalyst class is: 2.